This data is from Catalyst prediction with 721,799 reactions and 888 catalyst types from USPTO. The task is: Predict which catalyst facilitates the given reaction. (1) Reactant: N1C=CC=CC=1.[OH:7][CH:8]1[C:14]2[CH:15]=[CH:16][CH:17]=[CH:18][C:13]=2[N:12]([C:19]([NH2:21])=[O:20])[C:11]2[CH:22]=[CH:23][CH:24]=[CH:25][C:10]=2[CH2:9]1.C([C@:29]1([OH:40])[C:34](=[O:35])[O:33]C(=O)[C@:30]1([C:37](=[O:39])C)[OH:36])(=O)C.O. Product: [C:37]([OH:7])(=[O:39])[CH:30]([CH:29]([C:34]([OH:33])=[O:35])[OH:40])[OH:36].[OH:7][C@@H:8]1[C:14]2[CH:15]=[CH:16][CH:17]=[CH:18][C:13]=2[N:12]([C:19]([NH2:21])=[O:20])[C:11]2[CH:22]=[CH:23][CH:24]=[CH:25][C:10]=2[CH2:9]1. The catalyst class is: 119. (2) Reactant: [N+:1]([C:4]1[CH:5]=[N:6][N:7]([CH2:9][CH2:10][C:11]2[CH:16]=[CH:15][CH:14]=[CH:13][CH:12]=2)[CH:8]=1)([O-])=O. Product: [NH2:1][C:4]1[CH:5]=[N:6][N:7]([CH2:9][CH2:10][C:11]2[CH:16]=[CH:15][CH:14]=[CH:13][CH:12]=2)[CH:8]=1. The catalyst class is: 604. (3) Reactant: [CH3:1][C:2]1[CH:3]=[CH:4][C:5]([C:12]2[CH:13]=[N:14][N:15]([CH3:17])[CH:16]=2)=[C:6]([CH:11]=1)[C:7]([O:9]C)=[O:8].[Li+].[OH-]. Product: [CH3:1][C:2]1[CH:3]=[CH:4][C:5]([C:12]2[CH:13]=[N:14][N:15]([CH3:17])[CH:16]=2)=[C:6]([CH:11]=1)[C:7]([OH:9])=[O:8]. The catalyst class is: 24. (4) Reactant: Cl[C:2]1[C:11]2[C:6](=[CH:7][CH:8]=[C:9]([CH2:12][N:13]3[CH2:17][CH2:16][C@H:15]([NH:18][S:19]([C:22]4[CH:31]=[CH:30][C:29]5[C:24](=[CH:25][C:26]([O:32][CH3:33])=[CH:27][CH:28]=5)[CH:23]=4)(=[O:21])=[O:20])[C:14]3=[O:34])[CH:10]=2)[CH:5]=[CH:4][N:3]=1.[OH-:35].[Na+].Cl. Product: [OH:35][C:2]1[C:11]2[C:6](=[CH:7][CH:8]=[C:9]([CH2:12][N:13]3[CH2:17][CH2:16][CH:15]([NH:18][S:19]([C:22]4[CH:31]=[CH:30][C:29]5[C:24](=[CH:25][C:26]([O:32][CH3:33])=[CH:27][CH:28]=5)[CH:23]=4)(=[O:21])=[O:20])[C:14]3=[O:34])[CH:10]=2)[CH:5]=[CH:4][N:3]=1. The catalyst class is: 12. (5) Reactant: Cl.[NH2:2][CH2:3][C:4]([O:6][CH2:7][CH3:8])=[O:5].[CH:9]1([C:14](=O)[CH2:15][CH2:16][C:17](=O)[CH3:18])[CH2:13][CH2:12][CH2:11][CH2:10]1.C(=O)(O)[O-].[Na+]. Product: [CH:9]1([C:14]2[N:2]([CH2:3][C:4]([O:6][CH2:7][CH3:8])=[O:5])[C:17]([CH3:18])=[CH:16][CH:15]=2)[CH2:13][CH2:12][CH2:11][CH2:10]1. The catalyst class is: 46. (6) Reactant: [OH-:1].[Na+].C[O:4][C:5]([C:7]1[C:8]([NH:27][C:28]2[CH:33]=[CH:32][C:31]([Br:34])=[CH:30][C:29]=2[Cl:35])=[C:9]([Cl:26])[C:10]2[N:11]([C:13]([CH2:16][NH:17][CH2:18]C(OC(C)(C)C)=O)=[CH:14][N:15]=2)[CH:12]=1)=[O:6].[CH3:36][OH:37].O.Cl. Product: [Br:34][C:31]1[CH:32]=[CH:33][C:28]([NH:27][C:8]2[C:7]([C:5]([OH:4])=[O:6])=[CH:12][N:11]3[C:13]([CH2:16][N:17]([C:36]([O:37][C:7]([CH3:8])([CH3:12])[CH3:5])=[O:1])[CH3:18])=[CH:14][N:15]=[C:10]3[C:9]=2[Cl:26])=[C:29]([Cl:35])[CH:30]=1. The catalyst class is: 6. (7) Reactant: C([Li])CCC.[CH2:6]([O:8][C:9]1[CH:17]=[CH:16][C:15]2[N:14]3[CH2:18][CH2:19][CH2:20][C:13]3=[C:12](I)[C:11]=2[CH:10]=1)[CH3:7].[C:22]([O:26][C:27]([N:29]1[C@@H:33]([CH3:34])[CH2:32]OS1(=O)=O)=[O:28])([CH3:25])([CH3:24])[CH3:23].C(O)(=O)CC(CC(O)=O)(C(O)=O)O. Product: [C:22]([O:26][C:27](=[O:28])[NH:29][CH:33]([CH3:32])[CH2:34][C:12]1[C:11]2[CH:10]=[C:9]([O:8][CH2:6][CH3:7])[CH:17]=[CH:16][C:15]=2[N:14]2[CH2:18][CH2:19][CH2:20][C:13]=12)([CH3:25])([CH3:24])[CH3:23]. The catalyst class is: 392.